Dataset: Peptide-MHC class I binding affinity with 185,985 pairs from IEDB/IMGT. Task: Regression. Given a peptide amino acid sequence and an MHC pseudo amino acid sequence, predict their binding affinity value. This is MHC class I binding data. (1) The peptide sequence is AEFKYIAAV. The MHC is HLA-B53:01 with pseudo-sequence HLA-B53:01. The binding affinity (normalized) is 0. (2) The peptide sequence is TLATGPISTL. The MHC is HLA-A02:03 with pseudo-sequence HLA-A02:03. The binding affinity (normalized) is 0.952. (3) The peptide sequence is KETINEEAA. The binding affinity (normalized) is 0. The MHC is HLA-A31:01 with pseudo-sequence HLA-A31:01. (4) The binding affinity (normalized) is 0.661. The peptide sequence is FIRDCSVAL. The MHC is HLA-B08:01 with pseudo-sequence HLA-B08:01. (5) The peptide sequence is YSLLNRKAI. The MHC is HLA-A31:01 with pseudo-sequence HLA-A31:01. The binding affinity (normalized) is 0.0847. (6) The binding affinity (normalized) is 0.0847. The MHC is HLA-A69:01 with pseudo-sequence HLA-A69:01. The peptide sequence is RRNRKALWL. (7) The peptide sequence is IPTAMAFHL. The MHC is HLA-B53:01 with pseudo-sequence HLA-B53:01. The binding affinity (normalized) is 0.640.